Dataset: Reaction yield outcomes from USPTO patents with 853,638 reactions. Task: Predict the reaction yield, written as a fraction of the theoretical maximum amount of product (1.0 means a 100% yield; for example, 0.34 means a 34% yield). (1) The reactants are [NH2:1][C:2]1[CH:11]=[C:10]([I:12])[CH:9]=[CH:8][C:3]=1[C:4]([O:6][CH3:7])=[O:5].CCN(C(C)C)C(C)C.[C:22]([CH2:26][CH2:27][C:28](Cl)=[O:29])([O:24][CH3:25])=[O:23].O. The catalyst is C(Cl)Cl.CN(C1C=CN=CC=1)C. The product is [I:12][C:10]1[CH:9]=[CH:8][C:3]([C:4]([O:6][CH3:7])=[O:5])=[C:2]([NH:1][C:28](=[O:29])[CH2:27][CH2:26][C:22]([O:24][CH3:25])=[O:23])[CH:11]=1. The yield is 0.990. (2) The reactants are Br[CH2:2][CH2:3][O:4][C:5]1[CH:10]=[CH:9][C:8]([C:11]2[S:12][CH:13]=[C:14]([CH2:16][CH3:17])[N:15]=2)=[CH:7][C:6]=1[CH2:18][CH2:19][CH3:20].[OH:21][C:22]1[CH:23]=[C:24]2[C:28](=[CH:29][CH:30]=1)[C@H:27]([CH2:31][C:32]([O:34][CH2:35][CH3:36])=[O:33])[CH2:26][CH2:25]2.O.C([O-])([O-])=O.[Cs+].[Cs+]. The catalyst is CN(C=O)C. The product is [CH2:16]([C:14]1[N:15]=[C:11]([C:8]2[CH:9]=[CH:10][C:5]([O:4][CH2:3][CH2:2][O:21][C:22]3[CH:23]=[C:24]4[C:28](=[CH:29][CH:30]=3)[C@H:27]([CH2:31][C:32]([O:34][CH2:35][CH3:36])=[O:33])[CH2:26][CH2:25]4)=[C:6]([CH2:18][CH2:19][CH3:20])[CH:7]=2)[S:12][CH:13]=1)[CH3:17]. The yield is 0.410. (3) The catalyst is C1COCC1. The reactants are [CH:1]([C:3]1[CH:4]=[C:5]2[C:9](=[CH:10][CH:11]=1)[NH:8][CH:7]=[CH:6]2)=[CH2:2].[OH-:12].[Na+].OO. The product is [NH:8]1[C:9]2[C:5](=[CH:4][C:3]([CH2:1][CH2:2][OH:12])=[CH:11][CH:10]=2)[CH:6]=[CH:7]1. The yield is 0.660. (4) The reactants are [F:1][C:2]1[C:7]([F:8])=[CH:6][CH:5]=[CH:4][C:3]=1[CH:9]([O:23][CH2:24][CH2:25][OH:26])[C@@H:10]1[CH2:15][CH2:14][CH2:13][N:12]([C:16]([O:18][C:19]([CH3:22])([CH3:21])[CH3:20])=[O:17])[CH2:11]1.CCN(CC)CC.[CH3:34][S:35](Cl)(=[O:37])=[O:36].O. The catalyst is C(Cl)Cl. The product is [F:1][C:2]1[C:7]([F:8])=[CH:6][CH:5]=[CH:4][C:3]=1[CH:9]([O:23][CH2:24][CH2:25][O:26][S:35]([CH3:34])(=[O:37])=[O:36])[C@@H:10]1[CH2:15][CH2:14][CH2:13][N:12]([C:16]([O:18][C:19]([CH3:20])([CH3:21])[CH3:22])=[O:17])[CH2:11]1. The yield is 0.990. (5) The reactants are [F:1][C:2]1[CH:7]=[CH:6][C:5]([C@H:8]([NH:10][C:11]([C@H:13]2[CH2:18][CH2:17][C@H:16]([NH:19][S:20]([C:23]3[CH:28]=[CH:27][C:26](Br)=[C:25]([CH3:30])[CH:24]=3)(=[O:22])=[O:21])[CH2:15][CH2:14]2)=[O:12])[CH3:9])=[CH:4][CH:3]=1.C(Cl)Cl.[C:34]([O-])([O-])=O.[Na+].[Na+].C[C:41]1[CH:46]=[C:45](B(O)O)[CH:44]=[CH:43][N:42]=1. The catalyst is CN(C=O)C.CCOC(C)=O.C1C=CC(P(C2C=CC=CC=2)[C-]2C=CC=C2)=CC=1.C1C=CC(P(C2C=CC=CC=2)[C-]2C=CC=C2)=CC=1.Cl[Pd]Cl.[Fe+2]. The product is [F:1][C:2]1[CH:7]=[CH:6][C:5]([C@H:8]([NH:10][C:11]([C@H:13]2[CH2:18][CH2:17][C@H:16]([NH:19][S:20]([C:23]3[CH:28]=[CH:27][C:26]([C:45]4[CH:46]=[CH:41][N:42]=[CH:43][C:44]=4[CH3:34])=[C:25]([CH3:30])[CH:24]=3)(=[O:22])=[O:21])[CH2:15][CH2:14]2)=[O:12])[CH3:9])=[CH:4][CH:3]=1. The yield is 0.300. (6) The reactants are [N:1]([C:4]1[O:8][C:7]([CH:9]=O)=[CH:6][CH:5]=1)=[N+]=[N-].[O:11]1[CH2:16][CH2:15][N:14]([CH2:17][CH:18]2[O:22][CH-:21][N:20]([NH2:23])[C:19]2=O)[CH2:13][CH2:12]1.Cl.C([OH:28])C. The catalyst is C(O)C.O. The product is [O:11]1[CH2:16][CH2:15][N:14]([CH2:17][CH:18]2[O:22][C:21](=[O:28])[N:20]([N:23]=[CH:9][C:7](=[O:8])[CH:6]=[CH:5][C:4]#[N:1])[CH2:19]2)[CH2:13][CH2:12]1. The yield is 0.830. (7) The reactants are Br[C:2]1[CH:11]=[C:10]2[C:5]([C:6]([CH3:34])=[C:7]([C:27]3[CH:32]=[CH:31][C:30]([F:33])=[CH:29][CH:28]=3)[CH:8]([C:12]3[CH:26]=[CH:25][C:15]([O:16][CH2:17][CH2:18][N:19]4[CH2:22][CH:21]([CH2:23][F:24])[CH2:20]4)=[CH:14][CH:13]=3)[O:9]2)=[CH:4][C:3]=1[O:35][CH:36]1[CH2:41][CH2:40][CH2:39][CH2:38][O:37]1.[CH3:42]B1OB(C)OB(C)O1.C(=O)([O-])[O-].[Cs+].[Cs+]. The catalyst is C1C=CC([P]([Pd]([P](C2C=CC=CC=2)(C2C=CC=CC=2)C2C=CC=CC=2)([P](C2C=CC=CC=2)(C2C=CC=CC=2)C2C=CC=CC=2)[P](C2C=CC=CC=2)(C2C=CC=CC=2)C2C=CC=CC=2)(C2C=CC=CC=2)C2C=CC=CC=2)=CC=1. The product is [F:24][CH2:23][CH:21]1[CH2:20][N:19]([CH2:18][CH2:17][O:16][C:15]2[CH:25]=[CH:26][C:12]([CH:8]3[C:7]([C:27]4[CH:32]=[CH:31][C:30]([F:33])=[CH:29][CH:28]=4)=[C:6]([CH3:34])[C:5]4[C:10](=[CH:11][C:2]([CH3:42])=[C:3]([O:35][CH:36]5[CH2:41][CH2:40][CH2:39][CH2:38][O:37]5)[CH:4]=4)[O:9]3)=[CH:13][CH:14]=2)[CH2:22]1. The yield is 0.690. (8) The reactants are [NH2:1][C:2]1[CH:3]=[C:4]([CH:10]=[C:11]([N:13]2[CH2:18][CH2:17][O:16][CH2:15][CH2:14]2)[CH:12]=1)[C:5]([O:7][CH2:8][CH3:9])=[O:6].Cl[C:20]1[N:25]=[C:24]([N:26]([CH3:36])[C:27]2[CH:28]=[C:29]([CH2:34][OH:35])[CH:30]=[CH:31][C:32]=2[CH3:33])[CH:23]=[CH:22][N:21]=1. No catalyst specified. The product is [OH:35][CH2:34][C:29]1[CH:30]=[CH:31][C:32]([CH3:33])=[C:27]([N:26]([CH3:36])[C:24]2[CH:23]=[CH:22][N:21]=[C:20]([NH:1][C:2]3[CH:3]=[C:4]([CH:10]=[C:11]([N:13]4[CH2:14][CH2:15][O:16][CH2:17][CH2:18]4)[CH:12]=3)[C:5]([O:7][CH2:8][CH3:9])=[O:6])[N:25]=2)[CH:28]=1. The yield is 0.930. (9) The reactants are [C:1]([O:5][C:6](=[O:35])[CH2:7][C@@H:8]([C:20](N1[C@H](C)[C@@H](C2C=CC=CC=2)OC1=O)=[O:21])[CH2:9][C@H:10]([CH3:19])[CH2:11][CH2:12][CH:13]1[CH2:18][CH2:17][CH2:16][CH2:15][CH2:14]1)([CH3:4])([CH3:3])[CH3:2].O.[OH-].[Li+].OO.S([O-])([O-])=[O:42].[Na+].[Na+]. The catalyst is O.C1COCC1. The product is [C:1]([O:5][C:6](=[O:35])[CH2:7][C@H:8]([CH2:9][C@H:10]([CH3:19])[CH2:11][CH2:12][CH:13]1[CH2:14][CH2:15][CH2:16][CH2:17][CH2:18]1)[C:20]([OH:21])=[O:42])([CH3:2])([CH3:3])[CH3:4]. The yield is 0.790. (10) The reactants are [H-].[Na+].[N:3]1[CH:8]=[CH:7][CH:6]=[C:5]([CH2:9][OH:10])[CH:4]=1.Br[CH:12](C)[C:13]([O:15][C:16]([CH3:19])([CH3:18])[CH3:17])=[O:14].O. The catalyst is C1COCC1. The product is [N:3]1[CH:8]=[CH:7][CH:6]=[C:5]([CH2:9][O:10][CH2:12][C:13]([O:15][C:16]([CH3:19])([CH3:18])[CH3:17])=[O:14])[CH:4]=1. The yield is 0.563.